From a dataset of Forward reaction prediction with 1.9M reactions from USPTO patents (1976-2016). Predict the product of the given reaction. (1) The product is: [NH2:1][C:5]1[CH:6]=[C:7]([C:12]([OH:14])=[O:13])[C:8]([OH:11])=[CH:9][CH:10]=1. Given the reactants [NH:1]([C:5]1[CH:10]=[CH:9][C:8]([OH:11])=[CH:7][CH:6]=1)C(C)=O.[C:12](=O)([O-:14])[O-:13].[K+].[K+].[Si]([O-])([O-])([O-])[O-].[Al+3].[Si]([O-])([O-])([O-])[O-].[Si]([O-])([O-])([O-])[O-].[Al+3].[Al+3].[Al+3].C(=O)=O, predict the reaction product. (2) Given the reactants [CH3:1][C:2]1[CH:10]=[C:6]([C:7]([OH:9])=O)[C:5]([OH:11])=[CH:4][CH:3]=1.[CH3:12][O:13][C:14]1[CH:20]=[CH:19][C:18]([C:21]([F:24])([F:23])[F:22])=[CH:17][C:15]=1[NH2:16], predict the reaction product. The product is: [OH:11][C:5]1[CH:4]=[CH:3][C:2]([CH3:1])=[CH:10][C:6]=1[C:7]([NH:16][C:15]1[CH:17]=[C:18]([C:21]([F:23])([F:24])[F:22])[CH:19]=[CH:20][C:14]=1[O:13][CH3:12])=[O:9]. (3) Given the reactants [CH2:1]([O:8][CH2:9][C@@H:10]1[CH2:13][C@H:12]([OH:14])[CH2:11]1)[C:2]1[CH:7]=[CH:6][CH:5]=[CH:4][CH:3]=1.[H-].[Na+].I[CH3:18], predict the reaction product. The product is: [CH3:18][O:14][C@H:12]1[CH2:13][C@@H:10]([CH2:9][O:8][CH2:1][C:2]2[CH:7]=[CH:6][CH:5]=[CH:4][CH:3]=2)[CH2:11]1. (4) Given the reactants [N+:1]([C:4]1[CH:9]=[C:8]([N+:10]([O-:12])=[O:11])[CH:7]=[CH:6][C:5]=1[CH2:13][C:14]([N:16]([CH2:19][CH3:20])[CH2:17][CH3:18])=[O:15])([O-:3])=[O:2].Cl[C:22]1[C:27]([N+:28]([O-:30])=[O:29])=[CH:26][C:25]([N+:31]([O-:33])=[O:32])=[CH:24][N:23]=1.C(N(CC)CC)C.Cl, predict the reaction product. The product is: [N+:1]([C:4]1[CH:9]=[C:8]([N+:10]([O-:12])=[O:11])[CH:7]=[CH:6][C:5]=1[CH:13]([C:22]1[C:27]([N+:28]([O-:30])=[O:29])=[CH:26][C:25]([N+:31]([O-:33])=[O:32])=[CH:24][N:23]=1)[C:14]([N:16]([CH2:17][CH3:18])[CH2:19][CH3:20])=[O:15])([O-:3])=[O:2].